Dataset: Forward reaction prediction with 1.9M reactions from USPTO patents (1976-2016). Task: Predict the product of the given reaction. (1) Given the reactants [Li+].[OH-].[F:3][C:4]([F:26])([F:25])[C:5]1[CH:10]=[CH:9][CH:8]=[CH:7][C:6]=1[C:11]1[CH:16]=[CH:15][N:14]2[N:17]=[CH:18][C:19]([C:20]([O:22]CC)=[O:21])=[C:13]2[N:12]=1, predict the reaction product. The product is: [F:26][C:4]([F:3])([F:25])[C:5]1[CH:10]=[CH:9][CH:8]=[CH:7][C:6]=1[C:11]1[CH:16]=[CH:15][N:14]2[N:17]=[CH:18][C:19]([C:20]([OH:22])=[O:21])=[C:13]2[N:12]=1. (2) The product is: [NH3:4].[F:1][C:2]1[CH:3]=[N:4][C:5]([O:17][C:18]2[CH:23]=[CH:22][CH:21]=[C:20]([S:24][CH3:25])[CH:19]=2)=[C:6]([CH:16]=1)[C:7]([NH:9][CH:10]1[CH2:11][CH2:12][N:13]([C:49]([C:45]2[CH:44]=[N:43][CH:48]=[CH:47][CH:46]=2)=[O:50])[CH2:14][CH2:15]1)=[O:8]. Given the reactants [F:1][C:2]1[CH:3]=[N:4][C:5]([O:17][C:18]2[CH:23]=[CH:22][CH:21]=[C:20]([S:24][CH3:25])[CH:19]=2)=[C:6]([CH:16]=1)[C:7]([NH:9][CH:10]1[CH2:15][CH2:14][NH:13][CH2:12][CH2:11]1)=[O:8].ON1C2C=CC=CC=2N=N1.CN1CCOCC1.[N:43]1[CH:48]=[CH:47][CH:46]=[C:45]([C:49](O)=[O:50])[CH:44]=1.Cl.CN(C)CCCN=C=NCC, predict the reaction product. (3) Given the reactants [Cl:1][C:2]1[C:9]([F:10])=[C:8]([C:11]2[NH:15][N:14]=[CH:13][CH:12]=2)[CH:7]=[C:6]([F:16])[C:3]=1[C:4]#[N:5].O[CH2:18][C@@H:19]([NH:21]C(=O)OC(C)(C)C)[CH3:20].C1(P(C2C=CC=CC=2)C2C=CC=CC=2)C=CC=CC=1.N(C(OC(C)(C)C)=O)=NC(OC(C)(C)C)=O, predict the reaction product. The product is: [NH2:21][C@@H:19]([CH3:20])[CH2:18][N:14]1[CH:13]=[CH:12][C:11]([C:8]2[CH:7]=[C:6]([F:16])[C:3]([C:4]#[N:5])=[C:2]([Cl:1])[C:9]=2[F:10])=[N:15]1.